This data is from Reaction yield outcomes from USPTO patents with 853,638 reactions. The task is: Predict the reaction yield, written as a fraction of the theoretical maximum amount of product (1.0 means a 100% yield; for example, 0.34 means a 34% yield). (1) The reactants are C1(C=CC=C(O)C=1)O.ClC1C=CC(C(C2C=CC(Cl)=CC=2)=O)=CC=1.C([O-])([O-])=O.[K+].[K+].[N+]([C:34]1[CH:35]=[C:36]([C:42]#[N:43])[C:37](=[CH:40][CH:41]=1)[C:38]#[N:39])([O-])=O.Cl. The catalyst is C1(C)C=CC=CC=1.CS(C)=O. The product is [C:42](#[N:43])[C:36]1[C:37](=[CH:40][CH:41]=[CH:34][CH:35]=1)[C:38]#[N:39]. The yield is 0.900. (2) The reactants are [F:1][C:2]1[CH:7]=[CH:6][C:5]([N:8]2[C:16]3[C:11](=[CH:12][C:13]([S:17][C@H:18]([C:31]4[CH:36]=[CH:35][CH:34]=[CH:33][CH:32]=4)[C@@H:19]([NH:21]S(CC[Si](C)(C)C)(=O)=O)[CH3:20])=[CH:14][CH:15]=3)[CH:10]=[N:9]2)=[CH:4][CH:3]=1.CN(C=O)C. No catalyst specified. The product is [F:1][C:2]1[CH:7]=[CH:6][C:5]([N:8]2[C:16]3[C:11](=[CH:12][C:13]([S:17][C@H:18]([C:31]4[CH:32]=[CH:33][CH:34]=[CH:35][CH:36]=4)[C@@H:19]([NH2:21])[CH3:20])=[CH:14][CH:15]=3)[CH:10]=[N:9]2)=[CH:4][CH:3]=1. The yield is 0.840. (3) The reactants are [O:1]=[C:2]1[CH2:7][N:6]([C:8]([O:10][C:11]([CH3:14])([CH3:13])[CH3:12])=[O:9])[C@H:5]([C:15]2[CH:20]=[CH:19][CH:18]=[CH:17][CH:16]=2)[C@H:4]([C:21]2[CH:26]=[CH:25][CH:24]=[CH:23][CH:22]=2)[O:3]1.I[CH2:28][CH2:29][CH2:30][CH2:31][B:32]1[O:36][C:35]([CH3:38])([CH3:37])[C:34]([CH3:40])([CH3:39])[O:33]1.C[Si]([N-][Si](C)(C)C)(C)C.[Na+]. The catalyst is C1COCC1.CN(P(N(C)C)(N(C)C)=O)C. The product is [O:1]=[C:2]1[O:3][C@@H:4]([C:21]2[CH:22]=[CH:23][CH:24]=[CH:25][CH:26]=2)[C@@H:5]([C:15]2[CH:16]=[CH:17][CH:18]=[CH:19][CH:20]=2)[N:6]([C:8]([O:10][C:11]([CH3:14])([CH3:13])[CH3:12])=[O:9])[C@@H:7]1[CH2:28][CH2:29][CH2:30][CH2:31][B:32]1[O:36][C:35]([CH3:38])([CH3:37])[C:34]([CH3:39])([CH3:40])[O:33]1. The yield is 0.940.